From a dataset of Experimentally validated miRNA-target interactions with 360,000+ pairs, plus equal number of negative samples. Binary Classification. Given a miRNA mature sequence and a target amino acid sequence, predict their likelihood of interaction. (1) The miRNA is hsa-miR-4747-3p with sequence AAGGCCCGGGCUUUCCUCCCAG. The protein sequence of the target gene is MTLSTEMSDASGLAEETDIDVVGEGEDDEEEEDDDDEGGGGRGGGGSRLPSSAQRRRRSYAGEDDLEDLEEEDDDDLLLASRPAASPAPPGPAPAPGTGSGGCSGAGAGGGAGGGTGAGTGGGAKNPLVKPPYSYIALITMAILQSPKKRLTLSEICEFISSRFPYYREKFPAWQNSIRHNLSLNDCFVKIPREPGNPGKGNYWTLDPESADMFDNGSFLRRRKRFKRQPLLAPHAAAEALLLRGAGPAAGAGDPGAALFPPPPPPPACGYGAYGCAYGLQLPPCAPPSALFAAAAAAAA.... Result: 0 (no interaction). (2) The miRNA is mmu-miR-6913-3p with sequence UCUCUACUGAUUUGUCUCCUCAG. The protein sequence of the target gene is MSLPRFQRVNFGPYDNYIPVSELSKKSWNQQHFALLFPKPQRPGTKRRSKPSQIRDNTVSIIDEEQLRGDRRQPLWMYRSLMRISERPSVYLAARRQPLKPTRTVEVDSKAAEIGKKGEDKTTQKDTTDSESELKQGKKDSKKGKDIEKGKEEKLDAKKDSKKGKKDAEKGKDSATESEDEKGGAKKDNKKDKKDSNKGKDSATESEGEKGGTEKDSKKGKKDSKKGKDSAIELQAVKADEKKDEDGKKDANKGDESKDAKKDAKEIKKGKKDKKKPSSTDSDSKDDVKKESKKDATKDA.... Result: 0 (no interaction). (3) The miRNA is hsa-miR-545-5p with sequence UCAGUAAAUGUUUAUUAGAUGA. The protein sequence of the target gene is MDRPLSSSAEAEEELEWQVASRRRKAWAKCRSSWQASETEDLSTEATTQDEEEDEEEDLPGAQLPAAGGRGNVPNEKIAIWLKDCRTPLGASLDEQSSSTLKGVLVRNGGSFEDDLSLGAEANHLHESDAQIENCNNILAKERRLQFHQKGRSMNSTGSGKSSGTVSSVSELLELYEEDPEEILYNLGFGRDEPDIASKIPSRFFNSSSFAKGIDIKVFLSAQMQRMEVENPNYALTSRFRQIEVLTTVANAFSSLYSQVSGTPLQRIGSMSSVTSNKETDPPPPLTRSNTANRLMKTLS.... Result: 1 (interaction).